From a dataset of Reaction yield outcomes from USPTO patents with 853,638 reactions. Predict the reaction yield, written as a fraction of the theoretical maximum amount of product (1.0 means a 100% yield; for example, 0.34 means a 34% yield). (1) The reactants are [F:1][B-:2]([F:5])([F:4])[F:3].[N:6]#[O+].[CH:8]([C:16]1[CH:21]=[CH:20][C:19]([NH2:22])=[CH:18][CH:17]=1)=[CH:9][C:10]1[CH:15]=[CH:14][CH:13]=[CH:12][CH:11]=1.CCOCC. The catalyst is C(#N)C. The product is [F:1][B-:2]([F:5])([F:4])[F:3].[CH:8]([C:16]1[CH:17]=[CH:18][C:19]([N+:22]#[N:6])=[CH:20][CH:21]=1)=[CH:9][C:10]1[CH:11]=[CH:12][CH:13]=[CH:14][CH:15]=1. The yield is 0.340. (2) The reactants are [CH2:1]([O:3][CH:4]([O:7][CH2:8][CH3:9])[CH2:5][OH:6])[CH3:2].[H-].[Na+].[F:12][C:13]1[C:27]([F:28])=[CH:26][C:25](F)=[C:24]([N+:30]([O-:32])=[O:31])[C:14]=1[NH:15][C:16]1[CH:21]=[CH:20][C:19]([I:22])=[CH:18][C:17]=1[F:23].O. The catalyst is C1COCC1. The product is [CH2:1]([O:3][CH:4]([O:7][CH2:8][CH3:9])[CH2:5][O:6][C:25]1[C:24]([N+:30]([O-:32])=[O:31])=[C:14]([C:13]([F:12])=[C:27]([F:28])[CH:26]=1)[NH:15][C:16]1[CH:21]=[CH:20][C:19]([I:22])=[CH:18][C:17]=1[F:23])[CH3:2]. The yield is 0.543. (3) The yield is 0.430. The product is [CH2:19]([O:18][C:16]([C:15](=[CH:11][C:8]1[S:9][CH:10]=[C:6]([CH3:5])[CH:7]=1)[CH2:14][C:13]([OH:22])=[O:21])=[O:17])[CH3:20]. The reactants are CC[O-].[Na+].[CH3:5][C:6]1[CH:7]=[C:8]([CH:11]=O)[S:9][CH:10]=1.[C:13]([O:22]CC)(=[O:21])[CH2:14][CH2:15][C:16]([O:18][CH2:19][CH3:20])=[O:17]. The catalyst is C(O)C. (4) The reactants are CN(CCN(C)C)C.[Li]CCCC.[C:14]([O:18][C:19](=[O:28])[NH:20][C:21]1[CH:22]=[N:23][C:24]([Cl:27])=[CH:25][CH:26]=1)([CH3:17])([CH3:16])[CH3:15].[I:29]I. The catalyst is C1COCC1. The product is [C:14]([O:18][C:19](=[O:28])[NH:20][C:21]1[CH:22]=[N:23][C:24]([Cl:27])=[CH:25][C:26]=1[I:29])([CH3:17])([CH3:15])[CH3:16]. The yield is 0.227.